From a dataset of Peptide-MHC class I binding affinity with 185,985 pairs from IEDB/IMGT. Regression. Given a peptide amino acid sequence and an MHC pseudo amino acid sequence, predict their binding affinity value. This is MHC class I binding data. The peptide sequence is KIDQIIHDF. The MHC is HLA-A02:01 with pseudo-sequence HLA-A02:01. The binding affinity (normalized) is 0.